Task: Binary Classification. Given a drug SMILES string, predict its activity (active/inactive) in a high-throughput screening assay against a specified biological target.. Dataset: Choline transporter screen with 302,306 compounds (1) The drug is O=C(N1CCN(C(c2ccc(OC)cc2)c2n(nnn2)Cc2ccccc2)CC1)c1occc1. The result is 0 (inactive). (2) The compound is Fc1ccc(C2N(C(=O)C(Nc3ccccc3)=C2CC(O)=O)c2ccccc2)cc1. The result is 1 (active). (3) The molecule is S(C1CCCCC1)CCNC(=O)CN1S(=O)(=O)c2c(C1=O)cccc2. The result is 0 (inactive). (4) The compound is S(Cc1ccc([N+]([O-])=O)cc1)c1n2c(nn1)cccc2. The result is 1 (active). (5) The drug is Clc1c(OC(C(=O)N2CCCN(CC2)C)CC)cc(Cl)cc1. The result is 0 (inactive). (6) The compound is O1c2c(OC1)ccc(c2)/C=C\C(=O)c1[nH]ccc1. The result is 0 (inactive). (7) The molecule is Fc1ccc(c2oc(c(n2)CN2CCN(CC2)c2c(OC)cccc2)C)cc1. The result is 0 (inactive).